This data is from Reaction yield outcomes from USPTO patents with 853,638 reactions. The task is: Predict the reaction yield, written as a fraction of the theoretical maximum amount of product (1.0 means a 100% yield; for example, 0.34 means a 34% yield). (1) The reactants are [C:1]([C:5]1[CH:10]=[CH:9][C:8]([N+:11]([O-])=O)=[CH:7][C:6]=1[S:14]([NH2:17])(=[O:16])=[O:15])([CH3:4])([CH3:3])[CH3:2].O.O.Cl[Sn]Cl.C([O-])(O)=O.[Na+]. The catalyst is CCO.CCOC(C)=O.O. The product is [C:1]([C:5]1[CH:10]=[CH:9][C:8]([NH2:11])=[CH:7][C:6]=1[S:14]([NH2:17])(=[O:15])=[O:16])([CH3:4])([CH3:2])[CH3:3]. The yield is 1.00. (2) The reactants are [Cl:1][C:2]1[CH:3]=[C:4]([NH2:20])[CH:5]=[C:6]([Cl:19])[C:7]=1[S:8][C:9]1[CH:18]=[CH:17][C:16]2[C:11](=[CH:12][CH:13]=[CH:14][CH:15]=2)[CH:10]=1.N1C=CC=CC=1.[Cl:27][C:28]1[CH:33]=[C:32]([C:34]([F:37])([F:36])[F:35])[CH:31]=[CH:30][C:29]=1[S:38](Cl)(=[O:40])=[O:39]. The catalyst is C1COCC1. The yield is 0.520. The product is [Cl:27][C:28]1[CH:33]=[C:32]([C:34]([F:36])([F:35])[F:37])[CH:31]=[CH:30][C:29]=1[S:38]([NH:20][C:4]1[CH:3]=[C:2]([Cl:1])[C:7]([S:8][C:9]2[CH:18]=[CH:17][C:16]3[C:11](=[CH:12][CH:13]=[CH:14][CH:15]=3)[CH:10]=2)=[C:6]([Cl:19])[CH:5]=1)(=[O:40])=[O:39]. (3) The product is [CH3:13][O:12][C:3]1([O:2][CH3:1])[CH2:7][CH2:6][CH:5]([CH2:8][OH:9])[CH2:4]1. The catalyst is C1COCC1. The reactants are [CH3:1][O:2][C:3]1([O:12][CH3:13])[CH2:7][CH2:6][CH:5]([C:8](OC)=[O:9])[CH2:4]1.[H-].[Al+3].[Li+].[H-].[H-].[H-]. The yield is 0.960. (4) The reactants are C(OC(=O)[NH:10][CH2:11][CH2:12][CH2:13][CH2:14][C:15]1[CH:20]=[CH:19][C:18]([O:21][CH2:22][CH2:23][NH:24][C:25]([O:27][C:28]([CH3:31])([CH3:30])[CH3:29])=[O:26])=[CH:17][CH:16]=1)C1C=CC=CC=1.[H][H]. The catalyst is [Pd].C(O)C. The product is [C:28]([O:27][C:25](=[O:26])[NH:24][CH2:23][CH2:22][O:21][C:18]1[CH:19]=[CH:20][C:15]([CH2:14][CH2:13][CH2:12][CH2:11][NH2:10])=[CH:16][CH:17]=1)([CH3:31])([CH3:29])[CH3:30]. The yield is 0.980.